From a dataset of Forward reaction prediction with 1.9M reactions from USPTO patents (1976-2016). Predict the product of the given reaction. (1) The product is: [F:56][C:2]1([F:1])[CH2:7][CH2:6][CH:5]([C:8]2[C:17]3[CH:16]([O:18][CH2:19][C:20]4[CH:21]=[CH:22][C:23]([O:26][CH3:27])=[CH:24][CH:25]=4)[CH2:15][C:14]([CH3:28])([CH3:29])[CH2:13][C:12]=3[N:11]=[C:10]([CH:30]3[CH2:31][CH2:32][N:33]([C:36]4[N:41]=[CH:40][C:39]([CH2:42][O:43][CH:57]([CH3:59])[CH3:58])=[CH:38][N:37]=4)[CH2:34][CH2:35]3)[C:9]=2[CH:44]([F:55])[C:45]2[CH:46]=[CH:47][C:48]([C:51]([F:53])([F:52])[F:54])=[CH:49][CH:50]=2)[CH2:4][CH2:3]1. Given the reactants [F:1][C:2]1([F:56])[CH2:7][CH2:6][CH:5]([C:8]2[C:17]3[CH:16]([O:18][CH2:19][C:20]4[CH:25]=[CH:24][C:23]([O:26][CH3:27])=[CH:22][CH:21]=4)[CH2:15][C:14]([CH3:29])([CH3:28])[CH2:13][C:12]=3[N:11]=[C:10]([CH:30]3[CH2:35][CH2:34][N:33]([C:36]4[N:41]=[CH:40][C:39]([CH2:42][OH:43])=[CH:38][N:37]=4)[CH2:32][CH2:31]3)[C:9]=2[CH:44]([F:55])[C:45]2[CH:50]=[CH:49][C:48]([C:51]([F:54])([F:53])[F:52])=[CH:47][CH:46]=2)[CH2:4][CH2:3]1.[CH:57](O)([CH3:59])[CH3:58], predict the reaction product. (2) Given the reactants C([N:8]1[CH2:12][CH:11]2[CH2:13][N:14]([C:17]3[CH:22]=[CH:21][C:20]([O:23][C:24]([F:27])([F:26])[F:25])=[CH:19][CH:18]=3)[C:15](=[O:16])[CH:10]2[CH2:9]1)C1C=CC=CC=1.[C:39]([O:38][C:36](O[C:36]([O:38][C:39]([CH3:42])([CH3:41])[CH3:40])=[O:37])=[O:37])([CH3:42])([CH3:41])[CH3:40], predict the reaction product. The product is: [C:39]([O:38][C:36]([N:8]1[CH2:9][CH:10]2[CH:11]([CH2:13][N:14]([C:17]3[CH:22]=[CH:21][C:20]([O:23][C:24]([F:27])([F:25])[F:26])=[CH:19][CH:18]=3)[C:15]2=[O:16])[CH2:12]1)=[O:37])([CH3:40])([CH3:41])[CH3:42]. (3) Given the reactants CCN(C(C)C)C(C)C.OC(C(F)(F)F)=O.[O:17]=[C:18]([N:35]1[CH2:40][CH2:39][NH:38][CH2:37][CH2:36]1)[CH2:19][NH:20][C:21]([C:23]1[CH:28]=[CH:27][C:26]([C:29]2[CH:34]=[CH:33][CH:32]=[CH:31][CH:30]=2)=[CH:25][CH:24]=1)=[O:22].C1C=CC2N(O)N=NC=2C=1.CCN=C=NCCCN(C)C.Cl.[Br:63][C:64]1[CH:72]=[CH:71][C:70]([O:73][CH3:74])=[CH:69][C:65]=1[C:66](O)=[O:67], predict the reaction product. The product is: [Br:63][C:64]1[CH:72]=[CH:71][C:70]([O:73][CH3:74])=[CH:69][C:65]=1[C:66]([N:38]1[CH2:39][CH2:40][N:35]([C:18](=[O:17])[CH2:19][NH:20][C:21]([C:23]2[CH:24]=[CH:25][C:26]([C:29]3[CH:34]=[CH:33][CH:32]=[CH:31][CH:30]=3)=[CH:27][CH:28]=2)=[O:22])[CH2:36][CH2:37]1)=[O:67].